This data is from Reaction yield outcomes from USPTO patents with 853,638 reactions. The task is: Predict the reaction yield, written as a fraction of the theoretical maximum amount of product (1.0 means a 100% yield; for example, 0.34 means a 34% yield). (1) The reactants are [CH2:1]([O:8][C:9]1[CH:14]=[CH:13][C:12](Br)=[CH:11][C:10]=1[F:16])[C:2]1[CH:7]=[CH:6][CH:5]=[CH:4][CH:3]=1.[B:17](OC(C)C)([O:22]C(C)C)[O:18]C(C)C.C([Li])CCC.Cl. The catalyst is O1CCCC1.CCCCCC. The product is [CH2:1]([O:8][C:9]1[CH:14]=[CH:13][C:12]([B:17]([OH:22])[OH:18])=[CH:11][C:10]=1[F:16])[C:2]1[CH:7]=[CH:6][CH:5]=[CH:4][CH:3]=1. The yield is 0.880. (2) The reactants are [Cl:1][C:2]1[CH:34]=[CH:33][C:5]([CH2:6][CH2:7][NH:8][C:9]([C:11]2[CH:32]=[CH:31][C:14]([O:15][C:16]3[CH:21]=[CH:20][C:19]([CH2:22][C:23]([O:25]CC)=[O:24])=[CH:18][C:17]=3[CH:28]3[CH2:30][CH2:29]3)=[CH:13][CH:12]=2)=[O:10])=[CH:4][CH:3]=1.[OH-].[Na+].O. The catalyst is O1CCOCC1.C(OCC)(=O)C.Cl. The product is [Cl:1][C:2]1[CH:3]=[CH:4][C:5]([CH2:6][CH2:7][NH:8][C:9]([C:11]2[CH:12]=[CH:13][C:14]([O:15][C:16]3[CH:21]=[CH:20][C:19]([CH2:22][C:23]([OH:25])=[O:24])=[CH:18][C:17]=3[CH:28]3[CH2:29][CH2:30]3)=[CH:31][CH:32]=2)=[O:10])=[CH:33][CH:34]=1. The yield is 0.759.